From a dataset of Peptide-MHC class II binding affinity with 134,281 pairs from IEDB. Regression. Given a peptide amino acid sequence and an MHC pseudo amino acid sequence, predict their binding affinity value. This is MHC class II binding data. (1) The peptide sequence is GLVPKLDAAYSVAYK. The MHC is DRB1_1501 with pseudo-sequence DRB1_1501. The binding affinity (normalized) is 0.357. (2) The MHC is HLA-DQA10501-DQB10301 with pseudo-sequence HLA-DQA10501-DQB10301. The binding affinity (normalized) is 0.598. The peptide sequence is DVKFPGGGQIVGGNY. (3) The peptide sequence is TIPNIMFFSTMKRPS. The MHC is HLA-DQA10102-DQB10602 with pseudo-sequence HLA-DQA10102-DQB10602. The binding affinity (normalized) is 0.398. (4) The peptide sequence is ILELAQSETCSPGGQ. The MHC is DRB1_0802 with pseudo-sequence DRB1_0802. The binding affinity (normalized) is 0.230. (5) The peptide sequence is MSWQTYVDEHLMCEI. The MHC is DRB1_1302 with pseudo-sequence DRB1_1302. The binding affinity (normalized) is 0.242. (6) The peptide sequence is ATVATAPEVKYTVFETALKKAITAMS. The MHC is DRB1_0901 with pseudo-sequence DRB1_0901. The binding affinity (normalized) is 0.551. (7) The peptide sequence is QEVFKAIQSLKTTEV. The MHC is DRB1_1101 with pseudo-sequence DRB1_1101. The binding affinity (normalized) is 0.212.